From a dataset of Catalyst prediction with 721,799 reactions and 888 catalyst types from USPTO. Predict which catalyst facilitates the given reaction. (1) Reactant: [CH3:1][O:2][C:3]([C@H:5]1[CH2:10][CH2:9][C@H:8]([C:11]2[N:15]3[CH:16]=[CH:17][N:18]=[C:19]([NH2:20])[C:14]3=[C:13]([C:21]3[CH:26]=[CH:25][CH:24]=[C:23]([O:27]CC4C=CC=CC=4)[CH:22]=3)[N:12]=2)[CH2:7][CH2:6]1)=[O:4]. Product: [CH3:1][O:2][C:3]([C@H:5]1[CH2:10][CH2:9][C@H:8]([C:11]2[N:15]3[CH:16]=[CH:17][N:18]=[C:19]([NH2:20])[C:14]3=[C:13]([C:21]3[CH:26]=[CH:25][CH:24]=[C:23]([OH:27])[CH:22]=3)[N:12]=2)[CH2:7][CH2:6]1)=[O:4]. The catalyst class is: 89. (2) Reactant: [CH2:1]([N:3]([CH2:18][CH3:19])[CH2:4][CH2:5][N:6]1[C:14]2[C:9](=[CH:10][C:11]([N+:15]([O-])=O)=[CH:12][CH:13]=2)[CH:8]=[CH:7]1)[CH3:2]. Product: [CH2:18]([N:3]([CH2:1][CH3:2])[CH2:4][CH2:5][N:6]1[C:14]2[C:9](=[CH:10][C:11]([NH2:15])=[CH:12][CH:13]=2)[CH:8]=[CH:7]1)[CH3:19]. The catalyst class is: 50. (3) Reactant: C([Li])CCC.Br[C:7]1[CH:12]=[CH:11][CH:10]=[CH:9][C:8]=1[CH2:13][O:14][C:15]1[CH:20]=[CH:19][CH:18]=[CH:17][CH:16]=1.[B:21](OC)([O:24]C)[O:22]C.[Cl-].[NH4+]. The catalyst class is: 392. Product: [O:14]([CH2:13][C:8]1[CH:9]=[CH:10][CH:11]=[CH:12][C:7]=1[B:21]([OH:24])[OH:22])[C:15]1[CH:20]=[CH:19][CH:18]=[CH:17][CH:16]=1. (4) Reactant: [NH2:1][C:2]1[CH:7]=[C:6]([O:8][CH3:9])[CH:5]=[CH:4][C:3]=1[OH:10].N[C:12](N)=[O:13]. Product: [CH3:9][O:8][C:6]1[CH:5]=[CH:4][C:3]2[O:10][C:12](=[O:13])[NH:1][C:2]=2[CH:7]=1. The catalyst class is: 33. (5) Reactant: [Cl:1][C:2]1[CH:3]=[C:4]([N:9]=[CH:10][C:11]2[CH:16]=[CH:15][N:14]=[C:13]([CH2:17][CH3:18])[C:12]=2[OH:19])[CH:5]=[CH:6][C:7]=1[F:8].[Si]([C:24]#[N:25])(C)(C)C. Product: [Cl:1][C:2]1[CH:3]=[C:4]([NH:9][C:10]2[C:11]3[C:12](=[C:13]([CH2:17][CH3:18])[N:14]=[CH:15][CH:16]=3)[O:19][C:24]=2[NH2:25])[CH:5]=[CH:6][C:7]=1[F:8]. The catalyst class is: 2.